This data is from Reaction yield outcomes from USPTO patents with 853,638 reactions. The task is: Predict the reaction yield, written as a fraction of the theoretical maximum amount of product (1.0 means a 100% yield; for example, 0.34 means a 34% yield). (1) The reactants are C(OC(=O)[NH:7][CH:8]1[CH2:13][CH2:12][N:11]([CH2:14][C:15]2[CH:20]=[CH:19][C:18]([Cl:21])=[C:17]([O:22][CH2:23][CH3:24])[CH:16]=2)[CH2:10][CH2:9]1)(C)(C)C. The catalyst is C(O)C.Cl. The product is [Cl:21][C:18]1[CH:19]=[CH:20][C:15]([CH2:14][N:11]2[CH2:12][CH2:13][CH:8]([NH2:7])[CH2:9][CH2:10]2)=[CH:16][C:17]=1[O:22][CH2:23][CH3:24]. The yield is 0.570. (2) The reactants are [Si]([O:8][CH2:9][CH2:10][C@H:11]1[CH2:22][CH2:21][C:20]2[S:19][C:18]3[N:17]=[CH:16][N:15]=[C:14]([O:23][CH:24]4[CH2:29][CH2:28][C:27]([NH:32][C:33](=[O:39])[O:34][C:35]([CH3:38])([CH3:37])[CH3:36])([CH2:30][CH3:31])[CH2:26][CH2:25]4)[C:13]=3[C:12]1=2)(C(C)(C)C)(C)C.CCCC[N+](CCCC)(CCCC)CCCC.[F-]. The catalyst is C1COCC1. The product is [CH2:30]([C:27]1([NH:32][C:33](=[O:39])[O:34][C:35]([CH3:38])([CH3:37])[CH3:36])[CH2:28][CH2:29][CH:24]([O:23][C:14]2[C:13]3[C:12]4[C@@H:11]([CH2:10][CH2:9][OH:8])[CH2:22][CH2:21][C:20]=4[S:19][C:18]=3[N:17]=[CH:16][N:15]=2)[CH2:25][CH2:26]1)[CH3:31]. The yield is 0.940. (3) The reactants are [CH2:1]([O:3][C:4]([C:6]1[S:10][C:9]([C:11]2[CH:16]=[CH:15][C:14]([C:17]([F:20])([F:19])[F:18])=[CH:13][CH:12]=2)=[N:8][C:7]=1[CH3:21])=[O:5])[CH3:2].[Br:22]N1C(=O)CCC1=O.N(C(C)(C)C#N)=NC(C)(C)C#N.O. The catalyst is C(Cl)(Cl)Cl. The product is [CH2:1]([O:3][C:4]([C:6]1[S:10][C:9]([C:11]2[CH:16]=[CH:15][C:14]([C:17]([F:19])([F:20])[F:18])=[CH:13][CH:12]=2)=[N:8][C:7]=1[CH2:21][Br:22])=[O:5])[CH3:2]. The yield is 0.990. (4) The reactants are I[C:2]1[N:3]=[C:4]2[C:10]3[CH:11]=[CH:12][C:13]([C:15]([O:17][CH3:18])=[O:16])=[CH:14][C:9]=3[O:8][CH2:7][CH2:6][N:5]2[CH:19]=1.[CH:20]([N:23]1[CH:27]=[N:26][CH:25]=[N:24]1)([CH3:22])[CH3:21].C(=O)([O-])[O-].[Cs+].[Cs+].[OH-].[NH4+].O. The catalyst is [Cu]I.CC([O-])=O.CC([O-])=O.[Pd+2].CCOC(C)=O.CN(C=O)C. The product is [CH:20]([N:23]1[C:27]([C:2]2[N:3]=[C:4]3[C:10]4[CH:11]=[CH:12][C:13]([C:15]([O:17][CH3:18])=[O:16])=[CH:14][C:9]=4[O:8][CH2:7][CH2:6][N:5]3[CH:19]=2)=[N:26][CH:25]=[N:24]1)([CH3:22])[CH3:21]. The yield is 0.280.